Dataset: Peptide-MHC class I binding affinity with 185,985 pairs from IEDB/IMGT. Task: Regression. Given a peptide amino acid sequence and an MHC pseudo amino acid sequence, predict their binding affinity value. This is MHC class I binding data. The binding affinity (normalized) is 0.936. The peptide sequence is AMHYIRHRA. The MHC is HLA-A02:03 with pseudo-sequence HLA-A02:03.